This data is from NCI-60 drug combinations with 297,098 pairs across 59 cell lines. The task is: Regression. Given two drug SMILES strings and cell line genomic features, predict the synergy score measuring deviation from expected non-interaction effect. (1) Drug 1: C1=C(C(=O)NC(=O)N1)N(CCCl)CCCl. Drug 2: CC(C)(C#N)C1=CC(=CC(=C1)CN2C=NC=N2)C(C)(C)C#N. Cell line: NCI/ADR-RES. Synergy scores: CSS=11.1, Synergy_ZIP=-8.32, Synergy_Bliss=-8.59, Synergy_Loewe=-7.05, Synergy_HSA=-7.06. (2) Drug 1: CC1=C2C(C(=O)C3(C(CC4C(C3C(C(C2(C)C)(CC1OC(=O)C(C(C5=CC=CC=C5)NC(=O)OC(C)(C)C)O)O)OC(=O)C6=CC=CC=C6)(CO4)OC(=O)C)OC)C)OC. Drug 2: CC1C(C(=O)NC(C(=O)N2CCCC2C(=O)N(CC(=O)N(C(C(=O)O1)C(C)C)C)C)C(C)C)NC(=O)C3=C4C(=C(C=C3)C)OC5=C(C(=O)C(=C(C5=N4)C(=O)NC6C(OC(=O)C(N(C(=O)CN(C(=O)C7CCCN7C(=O)C(NC6=O)C(C)C)C)C)C(C)C)C)N)C. Cell line: COLO 205. Synergy scores: CSS=74.3, Synergy_ZIP=18.0, Synergy_Bliss=16.7, Synergy_Loewe=2.64, Synergy_HSA=16.5. (3) Drug 1: C1CN1P(=S)(N2CC2)N3CC3. Drug 2: CC12CCC3C(C1CCC2OP(=O)(O)O)CCC4=C3C=CC(=C4)OC(=O)N(CCCl)CCCl.[Na+]. Cell line: HCC-2998. Synergy scores: CSS=18.1, Synergy_ZIP=7.28, Synergy_Bliss=14.0, Synergy_Loewe=-10.4, Synergy_HSA=3.02. (4) Drug 1: C1CC(C1)(C(=O)O)C(=O)O.[NH2-].[NH2-].[Pt+2]. Drug 2: C1CC(=O)NC(=O)C1N2C(=O)C3=CC=CC=C3C2=O. Cell line: CCRF-CEM. Synergy scores: CSS=34.1, Synergy_ZIP=2.98, Synergy_Bliss=3.90, Synergy_Loewe=-19.4, Synergy_HSA=1.95. (5) Drug 1: CC1=CC=C(C=C1)C2=CC(=NN2C3=CC=C(C=C3)S(=O)(=O)N)C(F)(F)F. Drug 2: C1=NC2=C(N=C(N=C2N1C3C(C(C(O3)CO)O)O)F)N. Cell line: SK-MEL-5. Synergy scores: CSS=2.80, Synergy_ZIP=0.819, Synergy_Bliss=1.39, Synergy_Loewe=1.78, Synergy_HSA=0.0613.